This data is from Full USPTO retrosynthesis dataset with 1.9M reactions from patents (1976-2016). The task is: Predict the reactants needed to synthesize the given product. (1) Given the product [CH3:17][O:18][C:19]1[C:20]([C:21]2[O:14][C:13]([C:3]3[C:4]([C:7]4[CH:12]=[CH:11][CH:10]=[CH:9][CH:8]=4)=[N:5][O:6][C:2]=3[CH3:1])=[N:15][N:16]=2)=[CH:24][CH:25]=[C:26]([O:28][CH3:29])[N:27]=1, predict the reactants needed to synthesize it. The reactants are: [CH3:1][C:2]1[O:6][N:5]=[C:4]([C:7]2[CH:12]=[CH:11][CH:10]=[CH:9][CH:8]=2)[C:3]=1[C:13]([NH:15][NH2:16])=[O:14].[CH3:17][O:18][C:19]1[N:27]=[C:26]([O:28][CH3:29])[CH:25]=[CH:24][C:20]=1[C:21](O)=O. (2) Given the product [F:25][C:9]([F:8])([F:24])[C:10]1[CH:15]=[CH:14][CH:13]=[CH:12][C:11]=1[C:16]1[CH2:17][C@@H:18]2[CH2:22][N:21]([C:27]([NH:26][C:29]3[CH:38]=[CH:37][CH:36]=[CH:35][C:30]=3[C:31]([O:33][CH3:34])=[O:32])=[O:28])[CH2:20][C@@H:19]2[CH:23]=1, predict the reactants needed to synthesize it. The reactants are: OC(C(F)(F)F)=O.[F:8][C:9]([F:25])([F:24])[C:10]1[CH:15]=[CH:14][CH:13]=[CH:12][C:11]=1[C:16]1[CH2:17][C@@H:18]2[CH2:22][NH:21][CH2:20][C@@H:19]2[CH:23]=1.[N:26]([C:29]1[CH:38]=[CH:37][CH:36]=[CH:35][C:30]=1[C:31]([O:33][CH3:34])=[O:32])=[C:27]=[O:28].CCN(CC)CC. (3) Given the product [C:1]1([C:7]2[O:11][N:10]=[CH:9][C:8]=2/[CH:12]=[CH:13]/[C:14]([OH:16])=[O:15])[CH:2]=[CH:3][CH:4]=[CH:5][CH:6]=1, predict the reactants needed to synthesize it. The reactants are: [C:1]1([C:7]2[O:11][N:10]=[CH:9][C:8]=2/[CH:12]=[CH:13]/[C:14]([O:16]CC)=[O:15])[CH:6]=[CH:5][CH:4]=[CH:3][CH:2]=1.Cl. (4) Given the product [Cl:18][C:15]1[CH:16]=[CH:17][C:12]([NH:11][S:8]([C:5]2[CH:6]=[CH:7][C:2]([N:82]3[CH2:87][CH2:86][S:85](=[O:89])(=[O:88])[CH2:84][CH2:83]3)=[CH:3][CH:4]=2)(=[O:10])=[O:9])=[C:13]([C:19]([C:21]2[CH:26]=[CH:25][N:24]=[CH:23][CH:22]=2)=[O:20])[CH:14]=1, predict the reactants needed to synthesize it. The reactants are: Br[C:2]1[CH:7]=[CH:6][C:5]([S:8]([NH:11][C:12]2[CH:17]=[CH:16][C:15]([Cl:18])=[CH:14][C:13]=2[C:19]([C:21]2[CH:26]=[CH:25][N:24]=[CH:23][CH:22]=2)=[O:20])(=[O:10])=[O:9])=[CH:4][CH:3]=1.O.[O-]P([O-])([O-])=O.[K+].[K+].[K+].C1(P(C2C=CC=CC=2)C2C=CC3C(=CC=CC=3)C=2C2C3C(=CC=CC=3)C=CC=2P(C2C=CC=CC=2)C2C=CC=CC=2)C=CC=CC=1.[NH:82]1[CH2:87][CH2:86][S:85](=[O:89])(=[O:88])[CH2:84][CH2:83]1. (5) Given the product [Br:17][C:18]1[CH:19]=[C:20]([C:4]2[C:5]3[S:6][C:7]4[CH:13]=[CH:12][CH:11]=[CH:10][C:8]=4[C:9]=3[CH:1]=[CH:2][CH:3]=2)[CH:21]=[CH:22][CH:23]=1, predict the reactants needed to synthesize it. The reactants are: [CH:1]1[C:9]2[C:8]3[CH:10]=[CH:11][CH:12]=[CH:13][C:7]=3[S:6][C:5]=2[C:4](B(O)O)=[CH:3][CH:2]=1.[Br:17][C:18]1[CH:23]=[CH:22][CH:21]=[C:20](Br)[CH:19]=1.C1(C)C=CC=CC=1.C(=O)([O-])[O-].[K+].[K+]. (6) Given the product [CH3:1][O:2][C:3]1[CH:12]=[C:11]2[C:6]([C:7]([CH2:13][C:15]3[CH:16]=[CH:17][C:18]([NH2:21])=[CH:19][CH:20]=3)=[CH:8][CH:9]=[N:10]2)=[CH:5][CH:4]=1, predict the reactants needed to synthesize it. The reactants are: [CH3:1][O:2][C:3]1[CH:12]=[C:11]2[C:6]([C:7]([CH:13]([C:15]3[CH:20]=[CH:19][C:18]([N+:21]([O-])=O)=[CH:17][CH:16]=3)O)=[CH:8][CH:9]=[N:10]2)=[CH:5][CH:4]=1.O.O.[Sn](Cl)Cl.